This data is from Catalyst prediction with 721,799 reactions and 888 catalyst types from USPTO. The task is: Predict which catalyst facilitates the given reaction. (1) Reactant: [N+:1]([C:4]1[CH:11]=[CH:10][C:7]([CH:8]=O)=[CH:6][CH:5]=1)([O-:3])=[O:2].[CH3:12][C@@H:13]1[CH2:18][NH:17][CH2:16][C@H:15]([CH3:19])[NH:14]1.C(O[BH-](OC(=O)C)OC(=O)C)(=O)C.[Na+]. Product: [N+:1]([C:4]1[CH:11]=[CH:10][C:7]([CH2:8][N:17]2[CH2:16][C@H:15]([CH3:19])[NH:14][C@H:13]([CH3:12])[CH2:18]2)=[CH:6][CH:5]=1)([O-:3])=[O:2]. The catalyst class is: 279. (2) Reactant: [C:1]([O:9][CH2:10][CH3:11])(=[O:8])[CH2:2][C:3]([O:5][CH2:6][CH3:7])=[O:4].[O-]CC.[Na+].Br[CH2:17][C:18]1[CH:19]=[C:20]2[C:26]3([CH2:30][CH2:29][N:28]([C:31]([O:33][C:34]([CH3:37])([CH3:36])[CH3:35])=[O:32])[CH2:27]3)[CH2:25][N:24]([C:38]([O:40][CH2:41][CH2:42][Si:43]([CH3:46])([CH3:45])[CH3:44])=[O:39])[C:21]2=[CH:22][CH:23]=1.O. Product: [CH2:10]([O:9][C:1](=[O:8])[CH:2]([C:3]([O:5][CH2:6][CH3:7])=[O:4])[CH2:17][C:18]1[CH:19]=[C:20]2[C:26]3([CH2:30][CH2:29][N:28]([C:31]([O:33][C:34]([CH3:37])([CH3:35])[CH3:36])=[O:32])[CH2:27]3)[CH2:25][N:24]([C:38]([O:40][CH2:41][CH2:42][Si:43]([CH3:46])([CH3:45])[CH3:44])=[O:39])[C:21]2=[CH:22][CH:23]=1)[CH3:11]. The catalyst class is: 8. (3) Reactant: [CH3:1][NH2:2].[F:3][C:4]1[CH:12]=[C:11](F)[C:10]([N+:14]([O-:16])=[O:15])=[CH:9][C:5]=1[C:6]([OH:8])=[O:7].Cl. Product: [F:3][C:4]1[CH:12]=[C:11]([NH:2][CH3:1])[C:10]([N+:14]([O-:16])=[O:15])=[CH:9][C:5]=1[C:6]([OH:8])=[O:7]. The catalyst class is: 6. (4) Reactant: [CH:1]([O:4][C:5]1[CH:13]=[CH:12][C:11]([S:14]([CH3:17])(=[O:16])=[O:15])=[CH:10][C:6]=1[C:7]([OH:9])=O)([CH3:3])[CH3:2].Cl.[CH3:19][O:20][C:21]1[C:26]2[N:27]=[C:28]([N:30]3[CH2:35][CH2:34][NH:33][CH2:32][CH2:31]3)[S:29][C:25]=2[CH:24]=[CH:23][CH:22]=1. Product: [CH:1]([O:4][C:5]1[CH:13]=[CH:12][C:11]([S:14]([CH3:17])(=[O:16])=[O:15])=[CH:10][C:6]=1[C:7]([N:33]1[CH2:34][CH2:35][N:30]([C:28]2[S:29][C:25]3[CH:24]=[CH:23][CH:22]=[C:21]([O:20][CH3:19])[C:26]=3[N:27]=2)[CH2:31][CH2:32]1)=[O:9])([CH3:2])[CH3:3]. The catalyst class is: 7. (5) Reactant: C1(P(C2C=CC=CC=2)C2C=CC=CC=2)C=CC=CC=1.N(C(OC(C)C)=O)=NC(OC(C)C)=O.[F:34][C:35]1[CH:36]=[C:37]2[C:43]([I:44])=[N:42][NH:41][C:38]2=[N:39][CH:40]=1.[N:45]1[CH:50]=[C:49]([CH2:51]O)[CH:48]=[N:47][CH:46]=1.C1(P(C2C=CC=CC=2)C2C=CC=CC=2)C=CC=CC=1.N(C(OC(C)C)=O)=NC(OC(C)C)=O. Product: [F:34][C:35]1[CH:36]=[C:37]2[C:43]([I:44])=[N:42][N:41]([CH2:51][C:49]3[CH:50]=[N:45][CH:46]=[N:47][CH:48]=3)[C:38]2=[N:39][CH:40]=1. The catalyst class is: 266. (6) Reactant: [CH3:1][C:2]1[C:7]([CH2:8][C:9]([O:11]C)=[O:10])=[C:6]([N:13]2[CH2:17][CH2:16][CH2:15][CH2:14]2)[N:5]=[C:4]([CH2:18][C:19]2[CH:24]=[CH:23][C:22]([NH:25][C:26]([C:28]3[CH:37]=[CH:36][C:35]4[C:30](=[CH:31][CH:32]=[CH:33][CH:34]=4)[CH:29]=3)=[O:27])=[CH:21][CH:20]=2)[N:3]=1.[OH-].[Na+].CCOCC.Cl. Product: [CH3:1][C:2]1[C:7]([CH2:8][C:9]([OH:11])=[O:10])=[C:6]([N:13]2[CH2:17][CH2:16][CH2:15][CH2:14]2)[N:5]=[C:4]([CH2:18][C:19]2[CH:20]=[CH:21][C:22]([NH:25][C:26]([C:28]3[CH:37]=[CH:36][C:35]4[C:30](=[CH:31][CH:32]=[CH:33][CH:34]=4)[CH:29]=3)=[O:27])=[CH:23][CH:24]=2)[N:3]=1. The catalyst class is: 1. (7) Reactant: C1(C([N:19]2[C:23]3[CH:24]=[C:25]([F:29])[C:26]([F:28])=[CH:27][C:22]=3[N:21]=[C:20]2[C:30]2[C:31](OC)=N[C:33](OC)=[CH:34][CH:35]=2)COC2C=CC(C(O)=O)=CN=2)CCCCC1.C1(C=[O:46])CCCC1.[Cl:47][C:48]1[CH:56]=[CH:55][C:51]([C:52](O)=O)=[CH:50][CH:49]=1.[CH2:57]([N+:64]#[C-:65])[C:58]1[CH:63]=[CH:62][CH:61]=[CH:60][CH:59]=1.Cl.C(=O)(O)[O-].[Na+]. Product: [CH2:57]([NH:64][C:65](=[O:46])[CH:20]([N:21]1[C:22]2[CH:27]=[C:26]([F:28])[C:25]([F:29])=[CH:24][C:23]=2[N:19]=[C:52]1[C:51]1[CH:55]=[CH:56][C:48]([Cl:47])=[CH:49][CH:50]=1)[CH:30]1[CH2:35][CH2:34][CH2:33][CH2:31]1)[C:58]1[CH:63]=[CH:62][CH:61]=[CH:60][CH:59]=1. The catalyst class is: 71.